Dataset: NCI-60 drug combinations with 297,098 pairs across 59 cell lines. Task: Regression. Given two drug SMILES strings and cell line genomic features, predict the synergy score measuring deviation from expected non-interaction effect. (1) Drug 1: CC12CCC3C(C1CCC2=O)CC(=C)C4=CC(=O)C=CC34C. Drug 2: CN(CCCl)CCCl.Cl. Cell line: RXF 393. Synergy scores: CSS=32.9, Synergy_ZIP=-1.02, Synergy_Bliss=0.146, Synergy_Loewe=-1.18, Synergy_HSA=1.61. (2) Drug 1: CC(C1=C(C=CC(=C1Cl)F)Cl)OC2=C(N=CC(=C2)C3=CN(N=C3)C4CCNCC4)N. Drug 2: CS(=O)(=O)CCNCC1=CC=C(O1)C2=CC3=C(C=C2)N=CN=C3NC4=CC(=C(C=C4)OCC5=CC(=CC=C5)F)Cl. Cell line: UACC62. Synergy scores: CSS=19.3, Synergy_ZIP=0.990, Synergy_Bliss=6.67, Synergy_Loewe=-0.488, Synergy_HSA=5.36.